From a dataset of Full USPTO retrosynthesis dataset with 1.9M reactions from patents (1976-2016). Predict the reactants needed to synthesize the given product. Given the product [ClH:41].[CH2:1]([O:8][C:9]([NH:11][CH2:12][CH2:13][CH2:14][C@@H:15]([C:26]([NH:28][C@H:29]1[CH2:33][CH2:32][CH2:31][C@H:30]1[C:34]([OH:36])=[O:35])=[O:27])[NH:16][CH2:17][C:18]1[CH:23]=[CH:22][CH:21]=[C:20]([O:24][CH3:25])[CH:19]=1)=[O:10])[C:2]1[CH:3]=[CH:4][CH:5]=[CH:6][CH:7]=1, predict the reactants needed to synthesize it. The reactants are: [CH2:1]([O:8][C:9]([NH:11][CH2:12][CH2:13][CH2:14][C@@H:15]([C:26]([NH:28][C@H:29]1[CH2:33][CH2:32][CH2:31][C@H:30]1[C:34]([O:36]C(C)(C)C)=[O:35])=[O:27])[NH:16][CH2:17][C:18]1[CH:23]=[CH:22][CH:21]=[C:20]([O:24][CH3:25])[CH:19]=1)=[O:10])[C:2]1[CH:7]=[CH:6][CH:5]=[CH:4][CH:3]=1.[ClH:41].C(OCC)(=O)C.